Dataset: Reaction yield outcomes from USPTO patents with 853,638 reactions. Task: Predict the reaction yield, written as a fraction of the theoretical maximum amount of product (1.0 means a 100% yield; for example, 0.34 means a 34% yield). The reactants are [OH:1][C:2]1[CH:11]=[C:10]([O:12][CH3:13])[CH:9]=[CH:8][C:3]=1[C:4]([O:6]C)=[O:5].C(=O)([O-])[O-].[K+].[K+].[CH3:20][O:21][CH2:22]Cl. The catalyst is CN(C)C=O. The product is [CH3:13][O:12][C:10]1[CH:9]=[CH:8][C:3]([C:4]([OH:6])=[O:5])=[C:2]([O:1][CH2:20][O:21][CH3:22])[CH:11]=1. The yield is 0.590.